Dataset: Reaction yield outcomes from USPTO patents with 853,638 reactions. Task: Predict the reaction yield, written as a fraction of the theoretical maximum amount of product (1.0 means a 100% yield; for example, 0.34 means a 34% yield). (1) The reactants are [OH-].[Na+].ClC1C=CC([C:10]2[C:15]([CH:16]([CH2:21][CH2:22][CH3:23])[C:17]([O:19]C)=[O:18])=[C:14]([CH3:24])[N:13]=[C:12]([C:25]3[CH:30]=[CH:29][CH:28]=[CH:27][CH:26]=3)[N:11]=2)=C(OC)C=1. The catalyst is CO. The product is [CH2:12]([C:10]1[C:15]([CH:16]([CH2:21][CH2:22][CH3:23])[C:17]([OH:19])=[O:18])=[C:14]([CH3:24])[N:13]=[C:12]([C:25]2[CH:26]=[CH:27][CH:28]=[CH:29][CH:30]=2)[N:11]=1)[C:25]1[CH:30]=[CH:29][CH:28]=[CH:27][CH:26]=1. The yield is 0.840. (2) The reactants are [CH3:1][CH:2]([C:8]([O:10][CH2:11][CH3:12])=[O:9])[C:3]([O:5][CH2:6][CH3:7])=[O:4].[H-].[Na+].[Br:15][C:16]1[CH:21]=[C:20]([N+:22]([O-:24])=[O:23])[CH:19]=[CH:18][C:17]=1F. The catalyst is CN(C=O)C. The product is [Br:15][C:16]1[CH:21]=[C:20]([N+:22]([O-:24])=[O:23])[CH:19]=[CH:18][C:17]=1[C:2]([CH3:1])([C:3]([O:5][CH2:6][CH3:7])=[O:4])[C:8]([O:10][CH2:11][CH3:12])=[O:9]. The yield is 0.990. (3) The reactants are [Cl:1][C:2]1[CH:7]=[CH:6][C:5]([NH:8][C@H:9]2[C:18]3[C:13](=[CH:14][CH:15]=[CH:16][CH:17]=3)[N:12]([C:19]([C:21]3[CH:26]=[CH:25][C:24]([F:27])=[CH:23][CH:22]=3)=[O:20])[C@@H:11]([CH3:28])[CH2:10]2)=[CH:4][CH:3]=1.C(N(C(C)C)CC)(C)C.[C:38](Cl)(=[O:40])[CH3:39]. No catalyst specified. The product is [Cl:1][C:2]1[CH:7]=[CH:6][C:5]([N:8]([CH:9]2[C:18]3[C:13](=[CH:14][CH:15]=[CH:16][CH:17]=3)[N:12]([C:19](=[O:20])[C:21]3[CH:22]=[CH:23][C:24]([F:27])=[CH:25][CH:26]=3)[CH:11]([CH3:28])[CH2:10]2)[C:38](=[O:40])[CH3:39])=[CH:4][CH:3]=1. The yield is 0.710.